From a dataset of NCI-60 drug combinations with 297,098 pairs across 59 cell lines. Regression. Given two drug SMILES strings and cell line genomic features, predict the synergy score measuring deviation from expected non-interaction effect. (1) Drug 1: CC12CCC3C(C1CCC2=O)CC(=C)C4=CC(=O)C=CC34C. Drug 2: C1=NC2=C(N=C(N=C2N1C3C(C(C(O3)CO)O)F)Cl)N. Cell line: 786-0. Synergy scores: CSS=26.7, Synergy_ZIP=-2.34, Synergy_Bliss=-4.99, Synergy_Loewe=-18.9, Synergy_HSA=-4.50. (2) Drug 1: CC1=C2C(C(=O)C3(C(CC4C(C3C(C(C2(C)C)(CC1OC(=O)C(C(C5=CC=CC=C5)NC(=O)OC(C)(C)C)O)O)OC(=O)C6=CC=CC=C6)(CO4)OC(=O)C)OC)C)OC. Drug 2: C1=C(C(=O)NC(=O)N1)N(CCCl)CCCl. Cell line: CAKI-1. Synergy scores: CSS=63.4, Synergy_ZIP=-1.42, Synergy_Bliss=-3.26, Synergy_Loewe=2.38, Synergy_HSA=4.26. (3) Drug 2: CS(=O)(=O)OCCCCOS(=O)(=O)C. Synergy scores: CSS=12.2, Synergy_ZIP=-0.758, Synergy_Bliss=3.86, Synergy_Loewe=-0.415, Synergy_HSA=0.271. Cell line: K-562. Drug 1: CC1=CC2C(CCC3(C2CCC3(C(=O)C)OC(=O)C)C)C4(C1=CC(=O)CC4)C. (4) Drug 1: C1CC(=O)NC(=O)C1N2CC3=C(C2=O)C=CC=C3N. Drug 2: C1=CC(=CC=C1CCC2=CNC3=C2C(=O)NC(=N3)N)C(=O)NC(CCC(=O)O)C(=O)O. Cell line: CCRF-CEM. Synergy scores: CSS=32.8, Synergy_ZIP=-7.59, Synergy_Bliss=-12.5, Synergy_Loewe=-32.4, Synergy_HSA=-10.0. (5) Drug 1: C1CN1P(=S)(N2CC2)N3CC3. Drug 2: CC1=C2C(C(=O)C3(C(CC4C(C3C(C(C2(C)C)(CC1OC(=O)C(C(C5=CC=CC=C5)NC(=O)C6=CC=CC=C6)O)O)OC(=O)C7=CC=CC=C7)(CO4)OC(=O)C)O)C)OC(=O)C. Cell line: SF-539. Synergy scores: CSS=32.4, Synergy_ZIP=-6.22, Synergy_Bliss=-2.46, Synergy_Loewe=-15.1, Synergy_HSA=-0.782. (6) Cell line: U251. Synergy scores: CSS=52.9, Synergy_ZIP=1.79, Synergy_Bliss=-1.74, Synergy_Loewe=-16.8, Synergy_HSA=-1.70. Drug 2: C1C(C(OC1N2C=NC3=C2NC=NCC3O)CO)O. Drug 1: CC1=C(N=C(N=C1N)C(CC(=O)N)NCC(C(=O)N)N)C(=O)NC(C(C2=CN=CN2)OC3C(C(C(C(O3)CO)O)O)OC4C(C(C(C(O4)CO)O)OC(=O)N)O)C(=O)NC(C)C(C(C)C(=O)NC(C(C)O)C(=O)NCCC5=NC(=CS5)C6=NC(=CS6)C(=O)NCCC[S+](C)C)O.